From a dataset of Full USPTO retrosynthesis dataset with 1.9M reactions from patents (1976-2016). Predict the reactants needed to synthesize the given product. (1) Given the product [C:10]([C:8]1[CH:7]=[N:6][N:5]([CH2:4][C:3]([N:2]([CH3:17])[CH3:1])=[O:16])[CH:9]=1)#[CH:11], predict the reactants needed to synthesize it. The reactants are: [CH3:1][N:2]([CH3:17])[C:3](=[O:16])[CH2:4][N:5]1[CH:9]=[C:8]([C:10]#[C:11][Si](C)(C)C)[CH:7]=[N:6]1.CCCC[N+](CCCC)(CCCC)CCCC.[F-]. (2) Given the product [F:20][C:21]1[CH:29]=[CH:28][C:24]([C:25]([N:4]2[CH2:5][CH2:6][CH2:7][C@@H:2]([CH3:1])[C@H:3]2[CH2:8][N:9]2[C:17](=[O:18])[C:16]3[C:11](=[CH:12][CH:13]=[CH:14][CH:15]=3)[C:10]2=[O:19])=[O:26])=[C:23]([I:30])[CH:22]=1, predict the reactants needed to synthesize it. The reactants are: [CH3:1][C@@H:2]1[CH2:7][CH2:6][CH2:5][NH:4][C@@H:3]1[CH2:8][N:9]1[C:17](=[O:18])[C:16]2[C:11](=[CH:12][CH:13]=[CH:14][CH:15]=2)[C:10]1=[O:19].[F:20][C:21]1[CH:29]=[CH:28][C:24]([C:25](O)=[O:26])=[C:23]([I:30])[CH:22]=1.CCN(C(C)C)C(C)C.CN(C(ON1N=NC2C=CC=NC1=2)=[N+](C)C)C.F[P-](F)(F)(F)(F)F. (3) Given the product [Br:36][C:35]1[C:27]([CH:22]2[CH:21]3[CH2:37][CH:38]=[CH:39][CH:20]3[C:19]3[CH:18]=[C:17]([CH2:16][CH2:15][NH2:14])[CH:26]=[CH:25][C:24]=3[NH:23]2)=[CH:28][C:29]2[O:33][CH2:32][O:31][C:30]=2[CH:34]=1, predict the reactants needed to synthesize it. The reactants are: FC(F)(F)C(O)=O.C(OC(=O)[NH:14][CH2:15][CH2:16][C:17]1[CH:26]=[CH:25][C:24]2[NH:23][CH:22]([C:27]3[C:35]([Br:36])=[CH:34][C:30]4[O:31][CH2:32][O:33][C:29]=4[CH:28]=3)[CH:21]3[CH2:37][CH:38]=[CH:39][CH:20]3[C:19]=2[CH:18]=1)(C)(C)C. (4) Given the product [BrH:28].[NH:11]1[CH2:16][CH2:15][CH:14]([C:17]2[NH:18][C:19](=[O:27])[C:20]3[C:25]([CH:26]=2)=[CH:24][CH:23]=[CH:22][CH:21]=3)[CH2:13][CH2:12]1, predict the reactants needed to synthesize it. The reactants are: C(OC([N:11]1[CH2:16][CH2:15][CH:14]([C:17]2[NH:18][C:19](=[O:27])[C:20]3[C:25]([CH:26]=2)=[CH:24][CH:23]=[CH:22][CH:21]=3)[CH2:13][CH2:12]1)=O)C1C=CC=CC=1.[BrH:28]. (5) Given the product [CH3:13][O:14][C:15]1[CH:20]=[CH:19][CH:18]=[CH:17][C:16]=1[CH2:21][C:22]1[C:23]([NH2:24])=[N:1][C:2]2[C:3]([CH:4]=1)=[CH:6][CH:7]=[C:8]([N:10]([CH3:12])[CH3:11])[CH:9]=2, predict the reactants needed to synthesize it. The reactants are: [NH2:1][C:2]1[CH:9]=[C:8]([N:10]([CH3:12])[CH3:11])[CH:7]=[CH:6][C:3]=1[CH:4]=O.[CH3:13][O:14][C:15]1[CH:20]=[CH:19][CH:18]=[CH:17][C:16]=1[CH2:21][CH2:22][C:23]#[N:24]. (6) The reactants are: N(C(OC(C)C)=O)=NC(OC(C)C)=O.C1COCC1.[CH3:20][C:21]([O:24][C:25]([N:27]1[C@H:31]([CH2:32][OH:33])[CH2:30][CH2:29][CH2:28]1)=[O:26])([CH3:23])[CH3:22].[Cl:34][C:35]1[CH:36]=[C:37](O)[CH:38]=[CH:39][CH:40]=1.C1(P(C2C=CC=CC=2)C2C=CC=CC=2)C=CC=CC=1. Given the product [Cl:34][C:35]1[CH:40]=[C:39]([CH:38]=[CH:37][CH:36]=1)[O:33][CH2:32][C@@H:31]1[CH2:30][CH2:29][CH2:28][N:27]1[C:25]([O:24][C:21]([CH3:20])([CH3:22])[CH3:23])=[O:26], predict the reactants needed to synthesize it. (7) Given the product [CH3:5][N:4]1[C@@H:42]2[CH2:43][C:44]3[CH:45]=[CH:46][C:21]([O:22][CH3:50])=[C:19]4[O:20][C@H:13]5[C:12]([CH2:39][CH2:40][C@@H:41]2[C@:15]5([C:17]=34)[CH2:1][CH2:2]1)=[O:23].[CH:19]([OH:20])([C:17]([OH:18])=[O:3])[CH:21]([OH:22])[C:24]([OH:26])=[O:27].[CH3:1][C:2]([NH:4][C:5]1[CH:10]=[CH:9][C:8]([OH:11])=[CH:7][CH:6]=1)=[O:3], predict the reactants needed to synthesize it. The reactants are: [CH3:1][C:2]([NH:4][C:5]1[CH:6]=[CH:7][C:8]([OH:11])=[CH:9][CH:10]=1)=[O:3].[CH2:12]([OH:23])[C@H:13]([C@H:15]([C@@H:17]([C@@H:19]([CH2:21][OH:22])[OH:20])[OH:18])O)O.[C:24](=[O:27])([OH:26])[O-].[Na+].[C:39]([O-])(=O)[CH2:40][CH2:41][CH2:42][CH2:43][CH2:44][CH2:45][CH2:46][CH2:50][CH2:50][CH2:39][CH2:40][CH2:41][CH2:42][CH2:43][CH2:44][CH2:45][CH3:46].[Mg+2].[C:50]([O-])(=O)[CH2:39][CH2:40][CH2:41][CH2:42][CH2:43][CH2:44][CH2:45][CH2:46][CH2:39][CH2:40][CH2:41][CH2:42][CH2:43][CH2:44][CH2:45][CH2:46][CH3:50]. (8) Given the product [OH:1][C@H:2]([C@@:10]1([CH3:28])[O:15][CH2:14][CH2:13][N:12]([C:16]2[CH:21]=[CH:20][CH:19]=[C:18]([C:22]([F:23])([F:25])[F:24])[N:17]=2)[C:11]1=[O:26])[C:3]([O:5][C:6]([CH3:8])([CH3:7])[CH3:9])=[O:4], predict the reactants needed to synthesize it. The reactants are: [OH:1][C@H:2]([C@H:10]1[O:15][CH2:14][CH2:13][N:12]([C:16]2[CH:21]=[CH:20][CH:19]=[C:18]([C:22]([F:25])([F:24])[F:23])[N:17]=2)[C:11]1=[O:26])[C:3]([O:5][C:6]([CH3:9])([CH3:8])[CH3:7])=[O:4].[Li+].[CH3:28]C([N-]C(C)C)C.CI.